Dataset: Reaction yield outcomes from USPTO patents with 853,638 reactions. Task: Predict the reaction yield, written as a fraction of the theoretical maximum amount of product (1.0 means a 100% yield; for example, 0.34 means a 34% yield). (1) The reactants are [F:1][C:2]1([F:17])[O:6][C:5]2[CH:7]=[CH:8][C:9]([C:11]3([C:14]([OH:16])=O)[CH2:13][CH2:12]3)=[CH:10][C:4]=2[O:3]1.F[P-](F)(F)(F)(F)F.CN(C(N(C)C)=[N+]1C2C(=NC=CC=2)[N+]([O-])=N1)C.[NH2:42][C@@H:43]1[CH2:48][C:47]([CH3:50])([CH3:49])[O:46][C@@H:45]([C:51]2[CH:60]=[CH:59][C:54]([C:55]([O:57][CH3:58])=[O:56])=[CH:53][CH:52]=2)[CH2:44]1.C(N(C(C)C)C(C)C)C. The catalyst is CN(C)C=O.O. The product is [F:17][C:2]1([F:1])[O:6][C:5]2[CH:7]=[CH:8][C:9]([C:11]3([C:14]([NH:42][C@@H:43]4[CH2:48][C:47]([CH3:50])([CH3:49])[O:46][C@@H:45]([C:51]5[CH:60]=[CH:59][C:54]([C:55]([O:57][CH3:58])=[O:56])=[CH:53][CH:52]=5)[CH2:44]4)=[O:16])[CH2:12][CH2:13]3)=[CH:10][C:4]=2[O:3]1. The yield is 0.820. (2) The reactants are C[O:2][C:3](=O)[CH2:4][C:5]([NH:7][C:8]1[CH:13]=[CH:12][C:11]([O:14][CH2:15][C:16]2[CH:21]=[CH:20][CH:19]=[C:18]([F:22])[CH:17]=2)=[C:10]([CH3:23])[CH:9]=1)=[O:6].[NH3:25]. The catalyst is CO. The product is [F:22][C:18]1[CH:17]=[C:16]([CH:21]=[CH:20][CH:19]=1)[CH2:15][O:14][C:11]1[CH:12]=[CH:13][C:8]([NH:7][C:5](=[O:6])[CH2:4][C:3]([NH2:25])=[O:2])=[CH:9][C:10]=1[CH3:23]. The yield is 0.600. (3) The reactants are [CH3:1][C:2]1[C:6]([CH2:7][N:8]2[CH:12]=[C:11]([N:13]3[CH2:18][CH2:17][CH2:16][NH:15][C:14]3=[O:19])[CH:10]=[N:9]2)=[C:5]([CH3:20])[O:4][N:3]=1.[H-].[Na+].[CH2:23](Br)[C:24]1[CH:29]=[CH:28][CH:27]=[CH:26][CH:25]=1. The catalyst is CN(C=O)C. The product is [CH2:23]([N:15]1[CH2:16][CH2:17][CH2:18][N:13]([C:11]2[CH:10]=[N:9][N:8]([CH2:7][C:6]3[C:2]([CH3:1])=[N:3][O:4][C:5]=3[CH3:20])[CH:12]=2)[C:14]1=[O:19])[C:24]1[CH:29]=[CH:28][CH:27]=[CH:26][CH:25]=1. The yield is 0.300. (4) The reactants are Cl.[NH2:2][C:3]12[CH2:12][CH:7]3[CH2:8][CH:9]([CH2:11][C:5]([C:13]([OH:15])=[O:14])([CH2:6]3)[CH2:4]1)[CH2:10]2.S(Cl)([Cl:18])=O.[CH3:20]O. No catalyst specified. The product is [ClH:18].[CH3:20][O:14][C:13]([C:5]12[CH2:11][CH:9]3[CH2:8][CH:7]([CH2:12][C:3]([NH2:2])([CH2:10]3)[CH2:4]1)[CH2:6]2)=[O:15]. The yield is 0.920. (5) The reactants are [Cl:1][C:2]1[CH:7]=[CH:6][N:5]=[CH:4][C:3]=1[N+:8]([O-])=O.[CH:11]([Mg]Br)=[CH2:12]. The catalyst is C1COCC1. The product is [Cl:1][C:2]1[CH:7]=[CH:6][N:5]=[C:4]2[CH:11]=[CH:12][NH:8][C:3]=12. The yield is 0.160. (6) The reactants are C([O-])([O-])=O.[Na+].[Na+].C(O)C.Cl[C:11]1[CH:16]=[N:15][CH:14]=[CH:13][N:12]=1.[CH:17]([C:19]1[CH:24]=[CH:23][C:22](B(O)O)=[CH:21][CH:20]=1)=[O:18]. The product is [N:12]1[CH:13]=[CH:14][N:15]=[CH:16][C:11]=1[C:22]1[CH:23]=[CH:24][C:19]([CH:17]=[O:18])=[CH:20][CH:21]=1. The catalyst is C1(C)C=CC=CC=1.C(OCC)(=O)C.C1C=CC(P(C2C=CC=CC=2)CCCCP(C2C=CC=CC=2)C2C=CC=CC=2)=CC=1.Cl[Pd]Cl. The yield is 0.420. (7) The reactants are [Cl:1][C:2]1[CH:7]=[CH:6][C:5]([O:8][C:9]2[CH:14]=[CH:13][C:12]([CH2:15]Cl)=[CH:11][CH:10]=2)=[CH:4][C:3]=1[C:17]([F:20])([F:19])[F:18].[CH2:21]([C:23]1[C:24](=[O:30])[NH:25][C:26](=[S:29])[NH:27][CH:28]=1)[CH3:22].CCN(C(C)C)C(C)C. The catalyst is ClCCCl. The product is [Cl:1][C:2]1[CH:7]=[CH:6][C:5]([O:8][C:9]2[CH:14]=[CH:13][C:12]([CH2:15][S:29][C:26]3[NH:27][CH:28]=[C:23]([CH2:21][CH3:22])[C:24](=[O:30])[N:25]=3)=[CH:11][CH:10]=2)=[CH:4][C:3]=1[C:17]([F:20])([F:19])[F:18]. The yield is 0.459.